Task: Predict the reactants needed to synthesize the given product.. Dataset: Full USPTO retrosynthesis dataset with 1.9M reactions from patents (1976-2016) (1) The reactants are: [NH2:1][C@@H:2]([CH3:11])[C:3]([NH:5][CH2:6][C:7]([F:10])([F:9])[F:8])=[O:4].[Cl:12][C:13]1[N:18]=[C:17](Cl)[CH:16]=[CH:15][N:14]=1. Given the product [Cl:12][C:13]1[N:18]=[C:17]([NH:1][C@@H:2]([CH3:11])[C:3]([NH:5][CH2:6][C:7]([F:8])([F:9])[F:10])=[O:4])[CH:16]=[CH:15][N:14]=1, predict the reactants needed to synthesize it. (2) Given the product [Cl:12][C:13]1[CH:18]=[N:17][CH:16]=[C:15]([O:9][CH2:8][CH2:7][C:6]2[CH:10]=[CH:11][C:3]([O:2][CH3:1])=[CH:4][CH:5]=2)[N:14]=1, predict the reactants needed to synthesize it. The reactants are: [CH3:1][O:2][C:3]1[CH:11]=[CH:10][C:6]([CH2:7][CH2:8][OH:9])=[CH:5][CH:4]=1.[Cl:12][C:13]1[CH:18]=[N:17][CH:16]=[C:15](Cl)[N:14]=1. (3) Given the product [NH2:38][C:35]([CH3:36])([CH3:37])[CH2:34][O:33][C:32]1[CH:31]=[CH:30][C:29]([CH2:27][CH2:2][CH2:1][NH:3][C:4]2[CH:9]=[CH:8][CH:7]=[CH:6][C:5]=2[C@@H:10]2[CH2:19][CH2:18][C:17]3[CH:16]=[C:15]([OH:20])[CH:14]=[CH:13][C:12]=3[CH2:11]2)=[CH:47][CH:46]=1, predict the reactants needed to synthesize it. The reactants are: [CH2:1]([NH:3][C:4]1[CH:9]=[CH:8][CH:7]=[CH:6][C:5]=1[C@@H:10]1[CH2:19][CH2:18][C:17]2[CH:16]=[C:15]([O:20]C(=O)C(C)(C)C)[CH:14]=[CH:13][C:12]=2[CH2:11]1)[CH3:2].[CH:27]([C:29]1[CH:47]=[CH:46][C:32]([O:33][CH2:34][C:35]([NH:38]C(=O)OC(C)(C)C)([CH3:37])[CH3:36])=[CH:31][CH:30]=1)=O. (4) The reactants are: [CH2:1]([O:3][C:4]([C:6]1[CH:7]=[N:8][N:9]([CH3:14])[C:10]=1[C:11]([OH:13])=O)=[O:5])[CH3:2].Cl.[CH3:16][C:17]1[O:21][C:20]([C:22]2[CH:27]=[CH:26][CH:25]=[CH:24][CH:23]=2)=[N:19][C:18]=1[CH2:28][CH2:29][NH2:30].CCCP1(OP(CCC)(=O)OP(CCC)(=O)O1)=O.C(N(CC)C(C)C)(C)C.OS([O-])(=O)=O.[K+]. Given the product [CH3:14][N:9]1[C:10]([C:11](=[O:13])[NH:30][CH2:29][CH2:28][C:18]2[N:19]=[C:20]([C:22]3[CH:27]=[CH:26][CH:25]=[CH:24][CH:23]=3)[O:21][C:17]=2[CH3:16])=[C:6]([C:4]([O:3][CH2:1][CH3:2])=[O:5])[CH:7]=[N:8]1, predict the reactants needed to synthesize it. (5) Given the product [O:1]=[C:2]1[CH2:6][CH2:5][N:4]([C:7]([O:9][CH2:10][C:11]2[CH:16]=[CH:15][CH:14]=[CH:13][CH:12]=2)=[O:8])[CH2:3]1, predict the reactants needed to synthesize it. The reactants are: [OH:1][C@H:2]1[CH2:6][CH2:5][N:4]([C:7]([O:9][CH2:10][C:11]2[CH:16]=[CH:15][CH:14]=[CH:13][CH:12]=2)=[O:8])[CH2:3]1.C[N+]1([O-])CCOCC1. (6) Given the product [CH3:1][O:2][C:3]([C:5]1[CH:10]=[C:9]([Br:11])[C:8](=[O:12])[N:7]([CH2:13][C:14]2[CH:19]=[CH:18][C:17]([O:20][CH3:21])=[CH:16][CH:15]=2)[C:6]=1[CH2:22][N:28]([CH2:27][C:26]([O:25][CH3:24])=[O:39])[S:29]([C:32]1[CH:33]=[CH:34][C:35]([CH3:38])=[CH:36][CH:37]=1)(=[O:31])=[O:30])=[O:4], predict the reactants needed to synthesize it. The reactants are: [CH3:1][O:2][C:3]([C:5]1[CH:10]=[C:9]([Br:11])[C:8](=[O:12])[N:7]([CH2:13][C:14]2[CH:19]=[CH:18][C:17]([O:20][CH3:21])=[CH:16][CH:15]=2)[C:6]=1[CH2:22]Br)=[O:4].[CH3:24][O:25][C:26](=[O:39])[CH2:27][NH:28][S:29]([C:32]1[CH:37]=[CH:36][C:35]([CH3:38])=[CH:34][CH:33]=1)(=[O:31])=[O:30].[I-].[Na+].C(=O)([O-])[O-].[K+].[K+]. (7) Given the product [CH3:1][O:2][C:3]1[CH:4]=[C:5]2[C:13](=[CH:14][CH:15]=1)[N:12]([CH3:26])[C:11]1[C:10]3[CH:16]=[CH:17][CH:18]=[CH:19][C:9]=3[S:22](=[O:24])(=[O:21])[CH2:7][C:6]2=1, predict the reactants needed to synthesize it. The reactants are: [CH3:1][O:2][C:3]1[CH:4]=[C:5]2[C:13](=[CH:14][CH:15]=1)[NH:12][C:11]1[C:10]3[CH:16]=[CH:17][CH:18]=[CH:19][C:9]=3S[CH2:7][C:6]2=1.O[O:21][S:22]([O-:24])=O.[K+].[CH3:26]O. (8) Given the product [CH3:12][N:13]1[C:17]([NH:18][C:6](=[O:8])[C:5]2[CH:9]=[CH:10][CH:11]=[C:3]([C:1]#[CH:2])[CH:4]=2)=[CH:16][C:15]([CH3:19])=[N:14]1, predict the reactants needed to synthesize it. The reactants are: [C:1]([C:3]1[CH:4]=[C:5]([CH:9]=[CH:10][CH:11]=1)[C:6]([OH:8])=O)#[CH:2].[CH3:12][N:13]1[C:17]([NH2:18])=[CH:16][C:15]([CH3:19])=[N:14]1.F[P-](F)(F)(F)(F)F.N1(O[P+](N(C)C)(N(C)C)N(C)C)C2C=CC=CC=2N=N1.CCN(C(C)C)C(C)C. (9) Given the product [CH3:12][CH:11]([CH3:13])[CH2:10][C:5]1[CH:4]=[CH:3][C:2]([B:17]2[O:18][C:19]([CH3:21])([CH3:20])[C:15]([CH3:31])([CH3:14])[O:16]2)=[CH:9][C:6]=1[C:7]#[N:8], predict the reactants needed to synthesize it. The reactants are: Br[C:2]1[CH:3]=[CH:4][C:5]([CH2:10][CH:11]([CH3:13])[CH3:12])=[C:6]([CH:9]=1)[C:7]#[N:8].[CH3:14][C:15]1([CH3:31])[C:19]([CH3:21])([CH3:20])[O:18][B:17]([B:17]2[O:18][C:19]([CH3:21])([CH3:20])[C:15]([CH3:31])([CH3:14])[O:16]2)[O:16]1.C([O-])(=O)C.[K+].